From a dataset of CYP3A4 inhibition data for predicting drug metabolism from PubChem BioAssay. Regression/Classification. Given a drug SMILES string, predict its absorption, distribution, metabolism, or excretion properties. Task type varies by dataset: regression for continuous measurements (e.g., permeability, clearance, half-life) or binary classification for categorical outcomes (e.g., BBB penetration, CYP inhibition). Dataset: cyp3a4_veith. (1) The molecule is C[C@@]12CC[C@@H](OS(=O)(=O)[O-])CC1=CC[C@@H]1[C@@H]2CC[C@@]2(C)C(=O)CC[C@H]12.[Na+]. The result is 0 (non-inhibitor). (2) The drug is Cc1cc(C)cc(OCC(=O)Nc2ccc3c4c(cccc24)CC3)c1. The result is 0 (non-inhibitor). (3) The drug is CN(C)c1ccc(/C=N/NC(=S)NCc2ccccc2)cc1. The result is 0 (non-inhibitor).